This data is from Reaction yield outcomes from USPTO patents with 853,638 reactions. The task is: Predict the reaction yield, written as a fraction of the theoretical maximum amount of product (1.0 means a 100% yield; for example, 0.34 means a 34% yield). (1) The reactants are [NH2:1][CH2:2][CH2:3][CH2:4][CH2:5][N:6]1[C:14]2[N:9]3[C:10](=[N:15][C:16]([CH3:17])=[C:8]3[C:7]1=[O:18])[CH:11]=[CH:12][CH:13]=2.C(N(CC)CC)C.[C:26](Cl)(=[O:29])[O:27][CH3:28]. The catalyst is C(Cl)Cl. The product is [CH3:17][C:16]1[N:15]=[C:10]2[CH:11]=[CH:12][CH:13]=[C:14]3[N:9]2[C:8]=1[C:7](=[O:18])[N:6]3[CH2:5][CH2:4][CH2:3][CH2:2][NH:1][C:26]([O:27][CH3:28])=[O:29]. The yield is 0.789. (2) The product is [C:1]1([CH2:7][C:8]([NH2:9])=[S:11])[CH:6]=[CH:5][CH:4]=[CH:3][CH:2]=1. The catalyst is Cl.C(OCC)(=O)C. The reactants are [C:1]1([CH2:7][C:8]#[N:9])[CH:6]=[CH:5][CH:4]=[CH:3][CH:2]=1.P([O-])(OCC)(SCC)=[S:11]. The yield is 0.550. (3) The reactants are [Si:1]([O:8][CH:9]1[CH2:12][NH:11][CH2:10]1)([C:4]([CH3:7])([CH3:6])[CH3:5])([CH3:3])[CH3:2].[F:13][C:14]1[CH:22]=[CH:21][C:20]([CH:23]=[O:24])=[CH:19][C:15]=1[C:16](O)=[O:17].F[P-](F)(F)(F)(F)F.N1(OC(N(C)C)=[N+](C)C)C2C=CC=CC=2N=N1.C(N(CC)C(C)C)(C)C. No catalyst specified. The product is [Si:1]([O:8][CH:9]1[CH2:12][N:11]([C:16]([C:15]2[CH:19]=[C:20]([CH:21]=[CH:22][C:14]=2[F:13])[CH:23]=[O:24])=[O:17])[CH2:10]1)([C:4]([CH3:7])([CH3:6])[CH3:5])([CH3:3])[CH3:2]. The yield is 0.700. (4) The reactants are [NH2:1][C:2]1[CH:3]=[C:4]2[C:9](=[C:10]([O:12][CH3:13])[CH:11]=1)[N:8]=[CH:7][C:6]([C:14]#[N:15])=[C:5]2[NH:16][C:17]1[CH:22]=[CH:21][C:20]([F:23])=[C:19]([Cl:24])[CH:18]=1.[BH3-]C#N.[Na+].[N:29]1([CH2:35][CH:36]=O)[CH2:34][CH2:33][O:32][CH2:31][CH2:30]1.C([O-])([O-])=O.[K+].[K+]. No catalyst specified. The product is [Cl:24][C:19]1[CH:18]=[C:17]([NH:16][C:5]2[C:4]3[C:9](=[C:10]([O:12][CH3:13])[CH:11]=[C:2]([NH:1][CH2:36][CH2:35][N:29]4[CH2:34][CH2:33][O:32][CH2:31][CH2:30]4)[CH:3]=3)[N:8]=[CH:7][C:6]=2[C:14]#[N:15])[CH:22]=[CH:21][C:20]=1[F:23]. The yield is 0.130.